This data is from Full USPTO retrosynthesis dataset with 1.9M reactions from patents (1976-2016). The task is: Predict the reactants needed to synthesize the given product. Given the product [Cl:2][C:3]1[C:12]2[C:7](=[CH:8][CH:9]=[CH:10][CH:11]=2)[CH:6]=[CH:5][C:4]=1[NH:13][CH2:14][CH2:15][NH:16][CH2:22][C:18]1[S:17][CH:21]=[CH:20][CH:19]=1, predict the reactants needed to synthesize it. The reactants are: [Cl-].[Cl:2][C:3]1[C:12]2[C:7](=[CH:8][CH:9]=[CH:10][CH:11]=2)[CH:6]=[CH:5][C:4]=1[NH:13][CH2:14][CH2:15][NH3+:16].[S:17]1[CH:21]=[CH:20][CH:19]=[C:18]1[CH:22]=O.